Dataset: Forward reaction prediction with 1.9M reactions from USPTO patents (1976-2016). Task: Predict the product of the given reaction. (1) The product is: [Cl:1][C:2]1[CH:3]=[CH:4][C:5]([O:25][CH3:26])=[C:6]([CH:24]=1)[C:7]([NH:9][CH2:10][CH2:11][C:12]1[CH:13]=[CH:14][C:15]([O:22][CH3:23])=[C:16]([S:18]([NH:21][C:31]([NH:30][CH3:29])=[S:32])(=[O:20])=[O:19])[CH:17]=1)=[O:8]. Given the reactants [Cl:1][C:2]1[CH:3]=[CH:4][C:5]([O:25][CH3:26])=[C:6]([CH:24]=1)[C:7]([NH:9][CH2:10][CH2:11][C:12]1[CH:13]=[CH:14][C:15]([O:22][CH3:23])=[C:16]([S:18]([NH2:21])(=[O:20])=[O:19])[CH:17]=1)=[O:8].[H-].[Na+].[CH3:29][N:30]=[C:31]=[S:32].Cl, predict the reaction product. (2) Given the reactants [Cl:1][C:2]1[CH:7]=[C:6]([Cl:8])[CH:5]=[CH:4][C:3]=1[C:9]1[NH:13][C:12]2[C:14]([OH:21])=[CH:15][CH:16]=[C:17]([C:18]([OH:20])=[O:19])[C:11]=2[N:10]=1.OS(O)(=O)=O.[CH3:27]O, predict the reaction product. The product is: [CH3:27][O:19][C:18]([C:17]1[C:11]2[N:10]=[C:9]([C:3]3[CH:4]=[CH:5][C:6]([Cl:8])=[CH:7][C:2]=3[Cl:1])[NH:13][C:12]=2[C:14]([OH:21])=[CH:15][CH:16]=1)=[O:20].